Dataset: Catalyst prediction with 721,799 reactions and 888 catalyst types from USPTO. Task: Predict which catalyst facilitates the given reaction. The catalyst class is: 14. Product: [Cl:24][C:22]1[CH:21]=[N:20][C:5]2=[N:6][C:7]([N:8]3[CH2:11][CH:10]([NH:12][C:13](=[O:19])[O:14][C:15]([CH3:18])([CH3:17])[CH3:16])[CH2:9]3)=[C:2]([NH:26][NH2:27])[N:3]=[C:4]2[CH:23]=1. Reactant: Cl[C:2]1[N:3]=[C:4]2[CH:23]=[C:22]([Cl:24])[CH:21]=[N:20][C:5]2=[N:6][C:7]=1[N:8]1[CH2:11][CH:10]([NH:12][C:13](=[O:19])[O:14][C:15]([CH3:18])([CH3:17])[CH3:16])[CH2:9]1.O.[NH2:26][NH2:27].